Dataset: Reaction yield outcomes from USPTO patents with 853,638 reactions. Task: Predict the reaction yield, written as a fraction of the theoretical maximum amount of product (1.0 means a 100% yield; for example, 0.34 means a 34% yield). (1) The reactants are O(C)[Na].Br.Br.[NH:6]1[CH2:11][CH2:10][CH:9]([NH:12][C:13]2[NH:17][C:16]3[CH:18]=[CH:19][CH:20]=[CH:21][C:15]=3[N:14]=2)[CH2:8][CH2:7]1.[CH3:22][C:23]([O:26][C:27](O[C:27]([O:26][C:23]([CH3:25])([CH3:24])[CH3:22])=[O:28])=[O:28])([CH3:25])[CH3:24]. The catalyst is CO. The product is [NH:17]1[C:16]2[CH:18]=[CH:19][CH:20]=[CH:21][C:15]=2[N:14]=[C:13]1[NH:12][CH:9]1[CH2:8][CH2:7][N:6]([C:27]([O:26][C:23]([CH3:25])([CH3:24])[CH3:22])=[O:28])[CH2:11][CH2:10]1. The yield is 0.552. (2) The reactants are [C:1]([C:3]1[CH:8]=[CH:7][C:6]([N:9]2[C@H:13]3[CH2:14][CH2:15][CH2:16][CH2:17][C@@H:12]3[N:11]([C:18]3[CH:26]=[CH:25][C:21]([C:22](O)=[O:23])=[CH:20][CH:19]=3)[C:10]2=[O:27])=[CH:5][C:4]=1[C:28]([F:31])([F:30])[F:29])#[N:2].[Cl-].[NH4+:33]. No catalyst specified. The product is [C:1]([C:3]1[CH:8]=[CH:7][C:6]([N:9]2[C@H:13]3[CH2:14][CH2:15][CH2:16][CH2:17][C@@H:12]3[N:11]([C:18]3[CH:19]=[CH:20][C:21]([C:22]([NH2:33])=[O:23])=[CH:25][CH:26]=3)[C:10]2=[O:27])=[CH:5][C:4]=1[C:28]([F:30])([F:29])[F:31])#[N:2]. The yield is 0.220. (3) The reactants are [F:1][C:2]1[CH:3]=[C:4]([C:27]2[C:28]([C:33]#[N:34])=[CH:29][CH:30]=[CH:31][CH:32]=2)[CH:5]=[CH:6][C:7]=1[CH2:8][C:9]1[C:10](=[O:26])[N:11]([C@H:21]2[CH2:24][C@@H:23]([OH:25])[CH2:22]2)[C:12]2[N:13]([N:18]=[CH:19][N:20]=2)[C:14]=1[CH2:15][CH2:16][CH3:17].[N+](=[CH:37][C:38]([O:40][CH2:41][CH3:42])=[O:39])=[N-]. The catalyst is C1(C)C=CC=CC=1.C([O-])(=O)C.[Rh+2].C([O-])(=O)C. The product is [C:33]([C:28]1[CH:29]=[CH:30][CH:31]=[CH:32][C:27]=1[C:4]1[CH:5]=[CH:6][C:7]([CH2:8][C:9]2[C:10](=[O:26])[N:11]([C@@H:21]3[CH2:22][C@H:23]([O:25][CH2:37][C:38]([O:40][CH2:41][CH3:42])=[O:39])[CH2:24]3)[C:12]3[N:13]([N:18]=[CH:19][N:20]=3)[C:14]=2[CH2:15][CH2:16][CH3:17])=[C:2]([F:1])[CH:3]=1)#[N:34]. The yield is 0.370. (4) The reactants are [Br:1][C:2]1[C:7]([CH3:8])=[CH:6][C:5]([C:9]2[C:18]3[C:13](=[CH:14][C:15]([S:19](OC4C(F)=C(F)C(F)=C(F)C=4F)(=[O:21])=[O:20])=[CH:16][CH:17]=3)[N:12]=[CH:11][N:10]=2)=[C:4]([O:34][CH3:35])[CH:3]=1.[N:36]1[CH:41]=[CH:40][CH:39]=[N:38][C:37]=1[NH2:42].C1COCC1.C[Si]([N-][Si](C)(C)C)(C)C.[Li+]. The catalyst is Cl.CCOC(C)=O. The product is [Br:1][C:2]1[C:7]([CH3:8])=[CH:6][C:5]([C:9]2[C:18]3[C:13](=[CH:14][C:15]([S:19]([NH:42][C:37]4[N:38]=[CH:39][CH:40]=[CH:41][N:36]=4)(=[O:21])=[O:20])=[CH:16][CH:17]=3)[N:12]=[CH:11][N:10]=2)=[C:4]([O:34][CH3:35])[CH:3]=1. The yield is 1.00. (5) The reactants are [NH2:1][C@@H:2]([CH2:15][C:16]1[CH:21]=[CH:20][C:19]([C:22]2[N:27]=[CH:26][C:25]([C:28]3[CH:33]=[CH:32][C:31]([O:34][CH2:35][CH2:36][CH2:37][CH2:38][CH2:39][CH2:40][CH3:41])=[CH:30][CH:29]=3)=[CH:24][N:23]=2)=[CH:18][CH:17]=1)[C:3]([NH:5][C@H:6]([CH3:14])[C:7]([O:9][C:10]([CH3:13])([CH3:12])[CH3:11])=[O:8])=[O:4].[C:42]([C:46]1[CH:54]=[CH:53][C:49]([C:50](O)=[O:51])=[CH:48][CH:47]=1)([CH3:45])([CH3:44])[CH3:43].CN(C(ON1N=NC2C=CC=NC1=2)=[N+](C)C)C.F[P-](F)(F)(F)(F)F. The catalyst is CN(C=O)C.CC(=O)OCC. The product is [C:42]([C:46]1[CH:47]=[CH:48][C:49]([C:50]([NH:1][C@@H:2]([CH2:15][C:16]2[CH:21]=[CH:20][C:19]([C:22]3[N:27]=[CH:26][C:25]([C:28]4[CH:33]=[CH:32][C:31]([O:34][CH2:35][CH2:36][CH2:37][CH2:38][CH2:39][CH2:40][CH3:41])=[CH:30][CH:29]=4)=[CH:24][N:23]=3)=[CH:18][CH:17]=2)[C:3]([NH:5][C@H:6]([CH3:14])[C:7]([O:9][C:10]([CH3:11])([CH3:12])[CH3:13])=[O:8])=[O:4])=[O:51])=[CH:53][CH:54]=1)([CH3:45])([CH3:43])[CH3:44]. The yield is 0.780. (6) The catalyst is Cl.CCOC(C)=O. The reactants are C(Cl)Cl.[CH2:4]([O:10][CH2:11][CH2:12][OH:13])[CH2:5][O:6][CH2:7][CH2:8][OH:9].CCN(CC)CC.[CH3:21][S:22](Cl)(=[O:24])=[O:23]. The yield is 0.250. The product is [CH3:21][S:22]([O:9][CH2:8][CH2:7][O:6][CH2:5][CH2:4][O:10][CH2:11][CH2:12][OH:13])(=[O:24])=[O:23]. (7) The reactants are [I:1]I.[N+:3]([C:6]1[CH:12]=[CH:11][C:9]([NH2:10])=[CH:8][CH:7]=1)([O-:5])=[O:4]. The catalyst is C(O)C.S([O-])([O-])(=O)=O.[Ag+2]. The product is [I:1][C:11]1[CH:12]=[C:6]([N+:3]([O-:5])=[O:4])[CH:7]=[CH:8][C:9]=1[NH2:10]. The yield is 0.950. (8) The reactants are [CH3:1][C:2]1[N:3]=[CH:4][C:5]([CH2:8][NH:9][C:10]([NH:12][C:13]2[CH:18]=[CH:17][C:16]([N:19]3[CH2:24][CH2:23][O:22][CH2:21][CH2:20]3)=[CH:15][CH:14]=2)=[S:11])=[N:6][CH:7]=1.[CH3:25][C:26]([O-])=[O:27].[Na+].BrCC(OCC)=O. The catalyst is C(O)C. The product is [CH3:1][C:2]1[N:3]=[CH:4][C:5]([CH2:8][N:9]2[C:26](=[O:27])[CH2:25][S:11][C:10]2=[N:12][C:13]2[CH:14]=[CH:15][C:16]([N:19]3[CH2:24][CH2:23][O:22][CH2:21][CH2:20]3)=[CH:17][CH:18]=2)=[N:6][CH:7]=1. The yield is 0.730.